From a dataset of Peptide-MHC class I binding affinity with 185,985 pairs from IEDB/IMGT. Regression. Given a peptide amino acid sequence and an MHC pseudo amino acid sequence, predict their binding affinity value. This is MHC class I binding data. (1) The peptide sequence is PTTGRTSLY. The MHC is Patr-A0301 with pseudo-sequence Patr-A0301. The binding affinity (normalized) is 0. (2) The peptide sequence is LMYDIINSV. The MHC is HLA-A02:03 with pseudo-sequence HLA-A02:03. The binding affinity (normalized) is 1.00. (3) The peptide sequence is AVYGNITHK. The MHC is HLA-A24:02 with pseudo-sequence HLA-A24:02. The binding affinity (normalized) is 0. (4) The peptide sequence is FSLPFPFLYKFLL. The MHC is HLA-A03:01 with pseudo-sequence HLA-A03:01. The binding affinity (normalized) is 0.444. (5) The peptide sequence is TVWFVPSIK. The MHC is HLA-A03:01 with pseudo-sequence HLA-A03:01. The binding affinity (normalized) is 0.694. (6) The MHC is HLA-A69:01 with pseudo-sequence HLA-A69:01. The binding affinity (normalized) is 0.0946. The peptide sequence is RLYEWQHVS. (7) The binding affinity (normalized) is 0.655. The peptide sequence is SSKQYPAGR. The MHC is HLA-A68:01 with pseudo-sequence HLA-A68:01.